The task is: Predict the reactants needed to synthesize the given product.. This data is from Full USPTO retrosynthesis dataset with 1.9M reactions from patents (1976-2016). Given the product [NH2:41][C:38]1[CH:37]=[CH:36][C:35]([O:34][CH2:33][CH2:32][CH2:31][C:25]2[S:24][C:23]([N:20]3[CH2:19][CH2:18][C:17]4[C:22](=[C:13]([C:11](=[O:12])[NH:10][C:2]5[S:1][C:5]6[CH:6]=[CH:7][CH:8]=[CH:9][C:4]=6[N:3]=5)[CH:14]=[CH:15][CH:16]=4)[CH2:21]3)=[N:27][C:26]=2[C:28]([OH:30])=[O:29])=[CH:40][CH:39]=1, predict the reactants needed to synthesize it. The reactants are: [S:1]1[C:5]2[CH:6]=[CH:7][CH:8]=[CH:9][C:4]=2[N:3]=[C:2]1[NH:10][C:11]([C:13]1[CH:14]=[CH:15][CH:16]=[C:17]2[C:22]=1[CH2:21][N:20]([C:23]1[S:24][C:25]([CH2:31][CH2:32][CH2:33][O:34][C:35]3[CH:40]=[CH:39][C:38]([NH:41]C(OC(C)(C)C)=O)=[CH:37][CH:36]=3)=[C:26]([C:28]([OH:30])=[O:29])[N:27]=1)[CH2:19][CH2:18]2)=[O:12].C(O)(C(F)(F)F)=O.